This data is from Reaction yield outcomes from USPTO patents with 853,638 reactions. The task is: Predict the reaction yield, written as a fraction of the theoretical maximum amount of product (1.0 means a 100% yield; for example, 0.34 means a 34% yield). (1) The reactants are [C:1]([O:5][C:6]([N:8]1[CH2:11][CH:10]([O:12][C:13]2[CH:18]=[CH:17][C:16]([NH2:19])=[CH:15][C:14]=2[O:20][CH3:21])[CH2:9]1)=[O:7])([CH3:4])([CH3:3])[CH3:2].C[Al](C)C.C[O:27][C:28]([C:30]1[S:31][C:32]([C:41]2[CH:46]=[CH:45][C:44]([Cl:47])=[CH:43][CH:42]=2)=[CH:33][C:34]=1[C:35]#[C:36][Si:37]([CH3:40])([CH3:39])[CH3:38])=O. The catalyst is C1(C)C=CC=CC=1. The product is [C:1]([O:5][C:6]([N:8]1[CH2:9][CH:10]([O:12][C:13]2[CH:18]=[CH:17][C:16]([NH:19][C:28]([C:30]3[S:31][C:32]([C:41]4[CH:42]=[CH:43][C:44]([Cl:47])=[CH:45][CH:46]=4)=[CH:33][C:34]=3[C:35]#[C:36][Si:37]([CH3:40])([CH3:39])[CH3:38])=[O:27])=[CH:15][C:14]=2[O:20][CH3:21])[CH2:11]1)=[O:7])([CH3:4])([CH3:3])[CH3:2]. The yield is 0.640. (2) The reactants are C(O[C:4](=[O:20])[C:5]1[CH:15]=[C:14]([CH:16]=[C:17]([CH3:19])[CH3:18])[CH:13]=[C:7]([C:8]([O:10]CC)=[O:9])[CH:6]=1)C.[OH-].[Na+].ON1C2C=CC=CC=2N=N1.[CH3:33][NH:34][CH2:35][CH2:36][CH3:37].C(N(CC)CC)C.[OH-].[Li+].Cl. The catalyst is CC(C)=O.CO.CN(C=O)C.C(OCC)(=O)C. The product is [CH3:33][N:34]([CH2:35][CH2:36][CH3:37])[C:4](=[O:20])[C:5]1[CH:6]=[C:7]([CH:13]=[C:14]([CH:16]=[C:17]([CH3:18])[CH3:19])[CH:15]=1)[C:8]([OH:10])=[O:9]. The yield is 0.410. (3) The reactants are [N:1]12[CH2:8][CH2:7][CH:4]([CH2:5][CH2:6]1)[C@@H:3]([NH:9][C:10]([C:12]1[N:13]=[CH:14][C:15]3[N:16]([C:18](Br)=[CH:19][CH:20]=3)[CH:17]=1)=[O:11])[CH2:2]2.[C:22]([OH:31])(=[O:30])[C@H:23]([C@@H:25]([C:27]([OH:29])=[O:28])[OH:26])[OH:24].[CH3:32][N:33](C=O)C. The catalyst is [C-]#N.[Zn+2].[C-]#N.C1C=CC([P]([Pd]([P](C2C=CC=CC=2)(C2C=CC=CC=2)C2C=CC=CC=2)([P](C2C=CC=CC=2)(C2C=CC=CC=2)C2C=CC=CC=2)[P](C2C=CC=CC=2)(C2C=CC=CC=2)C2C=CC=CC=2)(C2C=CC=CC=2)C2C=CC=CC=2)=CC=1. The product is [C:27]([CH:25]([CH:23]([C:22]([OH:31])=[O:30])[OH:24])[OH:26])([OH:29])=[O:28].[N:1]12[CH2:8][CH2:7][CH:4]([CH2:5][CH2:6]1)[C@@H:3]([NH:9][C:10]([C:12]1[N:13]=[CH:14][C:15]3[N:16]([C:18]([C:32]#[N:33])=[CH:19][CH:20]=3)[CH:17]=1)=[O:11])[CH2:2]2. The yield is 0.470. (4) The reactants are C[O:2][C:3]([C:5]1[N:6]=[CH:7][C:8]2[C:13]([CH:14]=1)=[CH:12][C:11]([F:15])=[CH:10][CH:9]=2)=O.[NH2:16][NH2:17]. The catalyst is C(O)C. The product is [F:15][C:11]1[CH:12]=[C:13]2[C:8](=[CH:9][CH:10]=1)[CH:7]=[N:6][C:5]([C:3]([NH:16][NH2:17])=[O:2])=[CH:14]2. The yield is 0.840. (5) The reactants are Cl[C:2]1[C:12]2[CH2:11][CH2:10][N:9]([C:13]3[C:18]([C:19]([F:22])([F:21])[F:20])=[CH:17][CH:16]=[CH:15][N:14]=3)[CH2:8][CH2:7][C:6]=2[N:5]=[CH:4][N:3]=1.[C:23]([C:27]1[CH:33]=[CH:32][C:30]([NH2:31])=[CH:29][CH:28]=1)([CH3:26])([CH3:25])[CH3:24]. The catalyst is CCCCO. The product is [C:23]([C:27]1[CH:28]=[CH:29][C:30]([NH:31][C:2]2[C:12]3[CH2:11][CH2:10][N:9]([C:13]4[C:18]([C:19]([F:22])([F:21])[F:20])=[CH:17][CH:16]=[CH:15][N:14]=4)[CH2:8][CH2:7][C:6]=3[N:5]=[CH:4][N:3]=2)=[CH:32][CH:33]=1)([CH3:26])([CH3:24])[CH3:25]. The yield is 0.890. (6) The reactants are [O:1]=[C:2]1[CH:7]([N:8]2[C:16](=[O:17])[C:15]3[C:10](=[CH:11][CH:12]=[CH:13][C:14]=3[O:18][CH2:19][C:20](=[O:43])[NH:21][CH2:22][CH2:23][CH2:24][O:25][CH2:26][CH2:27][O:28][CH2:29][CH2:30][O:31][CH2:32][CH2:33][CH2:34][NH:35]C(=O)OC(C)(C)C)[C:9]2=[O:44])[CH2:6][CH2:5][C:4](=[O:45])[NH:3]1.[C:46]([OH:52])([C:48]([F:51])([F:50])[F:49])=[O:47]. The catalyst is CO. The product is [F:49][C:48]([F:51])([F:50])[C:46]([OH:52])=[O:47].[NH2:35][CH2:34][CH2:33][CH2:32][O:31][CH2:30][CH2:29][O:28][CH2:27][CH2:26][O:25][CH2:24][CH2:23][CH2:22][NH:21][C:20](=[O:43])[CH2:19][O:18][C:14]1[CH:13]=[CH:12][CH:11]=[C:10]2[C:15]=1[C:16](=[O:17])[N:8]([CH:7]1[CH2:6][CH2:5][C:4](=[O:45])[NH:3][C:2]1=[O:1])[C:9]2=[O:44]. The yield is 0.710. (7) The reactants are [OH:1][CH2:2][CH2:3][N:4]1[C:8]2[C:9]([C:13](=[O:15])[CH3:14])=[CH:10][CH:11]=[CH:12][C:7]=2[N:6]=[CH:5]1.C(C1C2N(CC(O)=[O:29])C=NC=2C=CC=1)#N. No catalyst specified. The product is [C:13]([C:9]1[C:8]2[N:4]([CH2:3][C:2]([OH:29])=[O:1])[CH:5]=[N:6][C:7]=2[CH:12]=[CH:11][CH:10]=1)(=[O:15])[CH3:14]. The yield is 0.750. (8) The reactants are [CH2:1]([S:3][C:4]1[N:12]=[C:11]2[C:7]([N:8]=[CH:9][N:10]2[C@@H:13]2[O:25][C@H:24]([CH2:26][O:27]C(=O)C)[C@@H:19]([O:20]C(=O)C)[C@H:14]2[O:15]C(=O)C)=[C:6](Cl)[N:5]=1)[CH3:2].[O:32]([C:34]1[CH:39]=[CH:38][C:37]([CH2:40][CH2:41][NH2:42])=[CH:36][CH:35]=1)[CH3:33]. No catalyst specified. The product is [CH2:1]([S:3][C:4]1[N:12]=[C:11]2[C:7]([N:8]=[CH:9][N:10]2[C@@H:13]2[O:25][C@H:24]([CH2:26][OH:27])[C@@H:19]([OH:20])[C@H:14]2[OH:15])=[C:6]([NH:42][CH2:41][CH2:40][C:37]2[CH:38]=[CH:39][C:34]([O:32][CH3:33])=[CH:35][CH:36]=2)[N:5]=1)[CH3:2]. The yield is 0.810. (9) The product is [CH3:42][O:41][C:36]1[CH:37]=[CH:38][CH:39]=[CH:40][C:35]=1[C:32]1[CH:31]=[CH:30][C:29]([C:27]([N:18]2[C:19]3[CH:26]=[CH:25][CH:24]=[CH:23][C:20]=3[CH2:21][N:22]3[C:13]([C:11]([NH:47][CH2:45][C:3]4[CH:2]=[N:1][CH:6]=[CH:5][CH:4]=4)=[O:12])=[CH:14][CH:15]=[C:16]3[CH2:17]2)=[O:28])=[CH:34][CH:33]=1. The reactants are [N:1]1[CH:6]=[CH:5][CH:4]=[C:3](NC)[CH:2]=1.ClC(Cl)(Cl)[C:11]([C:13]1[N:22]2[C:16]([CH2:17][N:18]([C:27]([C:29]3[CH:34]=[CH:33][C:32]([C:35]4[CH:40]=[CH:39][CH:38]=[CH:37][C:36]=4[O:41][CH3:42])=[CH:31][CH:30]=3)=[O:28])[C:19]3[CH:26]=[CH:25][CH:24]=[CH:23][C:20]=3[CH2:21]2)=[CH:15][CH:14]=1)=[O:12].[CH2:45]([N:47](CC)CC)C.CS(C)=O. The catalyst is ClCCl.C(#N)C. The yield is 0.540. (10) The reactants are [CH:1]1([C:5]2[C:10]([OH:11])=[C:9]([F:12])[C:8]([C:13]3[CH:22]=[N:21][C:20]4[NH:19][CH2:18][CH2:17][O:16][C:15]=4[CH:14]=3)=[CH:7][CH:6]=2)[CH2:4][CH2:3][CH2:2]1.Br[CH2:24][C:25]1[CH:30]=[CH:29][C:28]([CH2:31][C:32]([OH:34])=[O:33])=[CH:27][CH:26]=1.CC(C)([O-])C.[K+]. The catalyst is CS(C)=O. The product is [CH:1]1([C:5]2[C:10]([O:11][CH2:24][C:25]3[CH:26]=[CH:27][C:28]([CH2:31][C:32]([OH:34])=[O:33])=[CH:29][CH:30]=3)=[C:9]([F:12])[C:8]([C:13]3[CH:22]=[N:21][C:20]4[NH:19][CH2:18][CH2:17][O:16][C:15]=4[CH:14]=3)=[CH:7][CH:6]=2)[CH2:2][CH2:3][CH2:4]1. The yield is 0.0900.